Dataset: Catalyst prediction with 721,799 reactions and 888 catalyst types from USPTO. Task: Predict which catalyst facilitates the given reaction. Reactant: [Cl:1][C:2]1[CH:11]=[CH:10][C:9]([NH:12][C:13]([C:15]2[N:19]([CH3:20])[N:18]=[C:17]([C:21]([F:27])([F:26])[C:22]([F:25])([F:24])[F:23])[C:16]=2[C:28]([F:31])([F:30])[F:29])=[O:14])=[CH:8][C:3]=1[C:4]([O:6]C)=[O:5].[OH-].[Na+].Cl. Product: [Cl:1][C:2]1[CH:11]=[CH:10][C:9]([NH:12][C:13]([C:15]2[N:19]([CH3:20])[N:18]=[C:17]([C:21]([F:27])([F:26])[C:22]([F:25])([F:23])[F:24])[C:16]=2[C:28]([F:29])([F:30])[F:31])=[O:14])=[CH:8][C:3]=1[C:4]([OH:6])=[O:5]. The catalyst class is: 5.